From a dataset of Forward reaction prediction with 1.9M reactions from USPTO patents (1976-2016). Predict the product of the given reaction. Given the reactants [C:1]([O:5][C:6](=[O:24])[N:7]([C@H:9]([C:14]([N:16]1[CH2:21][CH2:20][C:19](O)(O)[CH2:18][CH2:17]1)=[O:15])[CH2:10][CH:11]([CH3:13])[CH3:12])[CH3:8])([CH3:4])([CH3:3])[CH3:2].Cl.[NH2:26][OH:27].C([O-])(=O)C.[Na+], predict the reaction product. The product is: [C:1]([O:5][C:6](=[O:24])[N:7]([C@H:9]([C:14]([N:16]1[CH2:21][CH2:20][C:19](=[N:26][OH:27])[CH2:18][CH2:17]1)=[O:15])[CH2:10][CH:11]([CH3:13])[CH3:12])[CH3:8])([CH3:4])([CH3:3])[CH3:2].